This data is from Catalyst prediction with 721,799 reactions and 888 catalyst types from USPTO. The task is: Predict which catalyst facilitates the given reaction. Reactant: [C:1]([O:5][C:6]([N:8]([CH2:17][CH2:18][C:19]([CH:21]1[CH2:25][CH2:24][CH2:23][CH2:22]1)=[O:20])[C@@H:9]([CH3:16])[CH2:10][C:11](OCC)=[O:12])=[O:7])([CH3:4])([CH3:3])[CH3:2].CC([O-])(C)C.[K+]. Product: [CH:21]1([C:19]([CH:18]2[CH2:17][N:8]([C:6]([O:5][C:1]([CH3:2])([CH3:3])[CH3:4])=[O:7])[C@@H:9]([CH3:16])[CH2:10][C:11]2=[O:12])=[O:20])[CH2:25][CH2:24][CH2:23][CH2:22]1. The catalyst class is: 1.